From a dataset of Forward reaction prediction with 1.9M reactions from USPTO patents (1976-2016). Predict the product of the given reaction. (1) Given the reactants [H-].[Al+3].[Li+].[H-].[H-].[H-].[CH3:7][C:8]1[CH:25]=[CH:24][C:11]2[N:12]([N:22]=O)[CH:13]([C:16]3[CH:21]=[CH:20][CH:19]=[CH:18][CH:17]=3)[CH2:14][O:15][C:10]=2[CH:9]=1, predict the reaction product. The product is: [CH3:7][C:8]1[CH:25]=[CH:24][C:11]2[N:12]([NH2:22])[CH:13]([C:16]3[CH:21]=[CH:20][CH:19]=[CH:18][CH:17]=3)[CH2:14][O:15][C:10]=2[CH:9]=1. (2) Given the reactants Br[C:2]1[CH:7]=[CH:6][C:5]([CH2:8][C:9]([OH:11])=[O:10])=[CH:4][CH:3]=1.[CH:12]([C:14]1[CH:19]=[CH:18][C:17]([NH:20][C:21](=[O:23])[CH3:22])=[CH:16][CH:15]=1)=[CH2:13].C(#N)C.C1(C)C=CC=CC=1P(C1C=CC=CC=1C)C1C=CC=CC=1C, predict the reaction product. The product is: [C:21]([NH:20][C:17]1[CH:18]=[CH:19][C:14](/[CH:12]=[CH:13]/[C:2]2[CH:7]=[CH:6][C:5]([CH2:8][C:9]([OH:11])=[O:10])=[CH:4][CH:3]=2)=[CH:15][CH:16]=1)(=[O:23])[CH3:22].